From a dataset of Catalyst prediction with 721,799 reactions and 888 catalyst types from USPTO. Predict which catalyst facilitates the given reaction. (1) Reactant: [O:1]([CH2:8][CH2:9][CH2:10][Br:11])[C:2]1[CH:7]=[CH:6][CH:5]=[CH:4][CH:3]=1.[C:12]1([P:18]([C:25]2[CH:30]=[CH:29][CH:28]=[CH:27][CH:26]=2)[C:19]2[CH:24]=[CH:23][CH:22]=[CH:21][CH:20]=2)[CH:17]=[CH:16][CH:15]=[CH:14][CH:13]=1. Product: [Br-:11].[O:1]([CH2:8][CH2:9][CH2:10][P+:18]([C:19]1[CH:20]=[CH:21][CH:22]=[CH:23][CH:24]=1)([C:25]1[CH:30]=[CH:29][CH:28]=[CH:27][CH:26]=1)[C:12]1[CH:13]=[CH:14][CH:15]=[CH:16][CH:17]=1)[C:2]1[CH:7]=[CH:6][CH:5]=[CH:4][CH:3]=1. The catalyst class is: 11. (2) Reactant: [Cl:1][C:2]1[CH:3]=[C:4]([CH:15]=[CH:16][C:17]=1[Cl:18])[O:5][CH:6]1[CH2:11][CH2:10][N:9]([CH2:12][CH2:13][NH2:14])[CH2:8][CH2:7]1.C(N(CC)CC)C.[OH2:26].[NH2:27][NH2:28].[CH2:29]([OH:31])[CH3:30]. Product: [Cl:1][C:2]1[CH:3]=[C:4]([CH:15]=[CH:16][C:17]=1[Cl:18])[O:5][CH:6]1[CH2:7][CH2:8][N:9]([CH2:12][CH2:13][NH:14][C:30](=[O:26])[C:29]([NH:27][NH2:28])=[O:31])[CH2:10][CH2:11]1. The catalyst class is: 4. (3) Reactant: Cl[C:2]1[N:7]=[C:6]([N:8]2[CH2:13][CH2:12][O:11][CH2:10][CH2:9]2)[N:5]=[C:4]([N:14]2[C:18]3[CH:19]=[CH:20][CH:21]=[CH:22][C:17]=3[N:16]=[C:15]2[CH:23]([F:25])[F:24])[N:3]=1.[NH2:26][CH2:27][C:28]1[CH:33]=[CH:32][CH:31]=[CH:30][N:29]=1. Product: [F:24][CH:23]([F:25])[C:15]1[N:14]([C:4]2[N:5]=[C:6]([N:8]3[CH2:13][CH2:12][O:11][CH2:10][CH2:9]3)[N:7]=[C:2]([NH:26][CH2:27][C:28]3[CH:33]=[CH:32][CH:31]=[CH:30][N:29]=3)[N:3]=2)[C:18]2[CH:19]=[CH:20][CH:21]=[CH:22][C:17]=2[N:16]=1. The catalyst class is: 38. (4) Reactant: [NH2:1][C@@H:2]1[CH2:7][CH2:6][CH2:5][C@H:4]([C:8]([OH:10])=[O:9])[CH2:3]1.C(Cl)Cl.CC#N.[C:17]1([C:23](Cl)([C:30]2[CH:35]=[CH:34][CH:33]=[CH:32][CH:31]=2)[C:24]2[CH:29]=[CH:28][CH:27]=[CH:26][CH:25]=2)[CH:22]=[CH:21][CH:20]=[CH:19][CH:18]=1. Product: [C:23]([NH:1][C@@H:2]1[CH2:7][CH2:6][CH2:5][C@H:4]([C:8]([OH:10])=[O:9])[CH2:3]1)([C:17]1[CH:22]=[CH:21][CH:20]=[CH:19][CH:18]=1)([C:30]1[CH:31]=[CH:32][CH:33]=[CH:34][CH:35]=1)[C:24]1[CH:25]=[CH:26][CH:27]=[CH:28][CH:29]=1. The catalyst class is: 5.